Dataset: Forward reaction prediction with 1.9M reactions from USPTO patents (1976-2016). Task: Predict the product of the given reaction. (1) Given the reactants [NH2:1][C:2]1[N:10]=[C:9]2[C:5]([N:6]=[CH:7][N:8]2[C@@H:11]2[O:26][C@H:25]([CH2:27][O:28][CH2:29][C:30]3[CH:35]=[CH:34][C:33]([Cl:36])=[CH:32][C:31]=3[Cl:37])[C@@H:14]([O:15][CH2:16][C:17]3[CH:22]=[CH:21][C:20]([Cl:23])=[CH:19][C:18]=3[Cl:24])[C@@:12]2([CH:38]=[CH2:39])[OH:13])=[C:4]([Cl:40])[N:3]=1.[C:41](Cl)(=[O:45])[CH:42]([CH3:44])[CH3:43], predict the reaction product. The product is: [C:41]([NH:1][C:2]1[N:10]=[C:9]2[C:5]([N:6]=[CH:7][N:8]2[C@@H:11]2[O:26][C@H:25]([CH2:27][O:28][CH2:29][C:30]3[CH:35]=[CH:34][C:33]([Cl:36])=[CH:32][C:31]=3[Cl:37])[C@@H:14]([O:15][CH2:16][C:17]3[CH:22]=[CH:21][C:20]([Cl:23])=[CH:19][C:18]=3[Cl:24])[C@@:12]2([CH:38]=[CH2:39])[OH:13])=[C:4]([Cl:40])[N:3]=1)(=[O:45])[CH:42]([CH3:44])[CH3:43]. (2) Given the reactants [C:1]1([C:7]#[C:8][C:9]2[C:20]3[C:21]4[C:12]([CH2:13][CH2:14][N:15]([CH:22]5[CH2:27][CH2:26][C:25](=O)[CH2:24][CH2:23]5)[C:16]=4[CH:17]=[CH:18][CH:19]=3)=[CH:11][N:10]=2)[CH:6]=[CH:5][CH:4]=[CH:3][CH:2]=1.[CH3:29][O:30][C:31]1[CH:38]=[CH:37][C:34]([CH2:35][NH2:36])=[CH:33][CH:32]=1, predict the reaction product. The product is: [CH3:29][O:30][C:31]1[CH:38]=[CH:37][C:34]([CH2:35][NH:36][CH:25]2[CH2:26][CH2:27][CH:22]([N:15]3[C:16]4=[C:21]5[C:20](=[CH:19][CH:18]=[CH:17]4)[C:9]([C:8]#[C:7][C:1]4[CH:2]=[CH:3][CH:4]=[CH:5][CH:6]=4)=[N:10][CH:11]=[C:12]5[CH2:13][CH2:14]3)[CH2:23][CH2:24]2)=[CH:33][CH:32]=1.